This data is from Reaction yield outcomes from USPTO patents with 853,638 reactions. The task is: Predict the reaction yield, written as a fraction of the theoretical maximum amount of product (1.0 means a 100% yield; for example, 0.34 means a 34% yield). (1) The reactants are [Cl:1][C:2]1[CH:18]=[CH:17][C:5]2[C:6](=O)/[C:7](=[CH:12]/N(C)C)/[CH2:8][C:9](=[O:11])[NH:10][C:4]=2[CH:3]=1.[CH3:19][C:20]1[C:25]([NH:26][C:27]([NH2:29])=[NH:28])=[CH:24][CH:23]=[C:22]([NH:30][CH:31]2[CH2:36][CH2:35][N:34]([CH3:37])[CH2:33][CH2:32]2)[N:21]=1.C(=O)([O-])[O-].[K+].[K+].O. The catalyst is CCO. The product is [Cl:1][C:2]1[CH:18]=[CH:17][C:5]2[C:6]3[N:29]=[C:27]([NH:26][C:25]4[C:20]([CH3:19])=[N:21][C:22]([NH:30][CH:31]5[CH2:36][CH2:35][N:34]([CH3:37])[CH2:33][CH2:32]5)=[CH:23][CH:24]=4)[N:28]=[CH:12][C:7]=3[CH2:8][C:9](=[O:11])[NH:10][C:4]=2[CH:3]=1. The yield is 0.930. (2) The reactants are [CH3:1][NH:2][CH:3]1[CH2:8][CH2:7][C:6]([C:9]2[C:17]3[C:12](=[CH:13][C:14]([N+:18]([O-:20])=[O:19])=[CH:15][CH:16]=3)[NH:11][CH:10]=2)=[CH:5][CH2:4]1.CCN(CC)CC.[CH3:28][C:29]([O:32][C:33](O[C:33]([O:32][C:29]([CH3:31])([CH3:30])[CH3:28])=[O:34])=[O:34])([CH3:31])[CH3:30]. The catalyst is O1CCOCC1. The product is [CH3:1][N:2]([CH:3]1[CH2:8][CH2:7][C:6]([C:9]2[C:17]3[C:12](=[CH:13][C:14]([N+:18]([O-:20])=[O:19])=[CH:15][CH:16]=3)[NH:11][CH:10]=2)=[CH:5][CH2:4]1)[C:33](=[O:34])[O:32][C:29]([CH3:31])([CH3:30])[CH3:28]. The yield is 0.710.